This data is from Forward reaction prediction with 1.9M reactions from USPTO patents (1976-2016). The task is: Predict the product of the given reaction. (1) Given the reactants [C:1]([O:5][C:6]([N:8]1[CH2:14][CH2:13][CH2:12][N:11]([C:15]2[CH:20]=[CH:19][CH:18]=[CH:17][C:16]=2[C:21]#[N:22])[CH2:10][CH2:9]1)=[O:7])([CH3:4])([CH3:3])[CH3:2].[H][H], predict the reaction product. The product is: [C:1]([O:5][C:6]([N:8]1[CH2:14][CH2:13][CH2:12][N:11]([C:15]2[CH:20]=[CH:19][CH:18]=[CH:17][C:16]=2[CH2:21][NH2:22])[CH2:10][CH2:9]1)=[O:7])([CH3:4])([CH3:2])[CH3:3]. (2) Given the reactants F[C:2]1[CH:3]=[C:4]([CH3:11])[CH:5]=[CH:6][C:7]=1[N+:8]([O-:10])=[O:9].C(N(C(C)C)CC)(C)C.[NH2:21][CH:22]1[CH2:27][CH2:26][N:25]([C:28]([O:30][C:31]([CH3:34])([CH3:33])[CH3:32])=[O:29])[CH2:24][CH2:23]1, predict the reaction product. The product is: [CH3:11][C:4]1[CH:5]=[CH:6][C:7]([N+:8]([O-:10])=[O:9])=[C:2]([NH:21][CH:22]2[CH2:23][CH2:24][N:25]([C:28]([O:30][C:31]([CH3:34])([CH3:33])[CH3:32])=[O:29])[CH2:26][CH2:27]2)[CH:3]=1. (3) Given the reactants [F:1][C:2]1[CH:7]=[C:6](I)[CH:5]=[C:4]([F:9])[C:3]=1[C@@H:10]1[C:15]2[NH:16][C:17]3[C:22]([C:14]=2[CH2:13][C@@H:12]([CH3:23])[N:11]1[CH2:24][C:25]([F:29])([CH3:28])[CH2:26][OH:27])=[CH:21][CH:20]=[CH:19][CH:18]=3.[F:30][CH2:31][CH:32]1[CH2:35][N:34]([CH2:36][CH2:37][OH:38])[CH2:33]1.C(=O)([O-])[O-].[K+].[K+].C(#N)CCC.[NH4+].[OH-], predict the reaction product. The product is: [F:1][C:2]1[CH:7]=[C:6]([O:38][CH2:37][CH2:36][N:34]2[CH2:35][CH:32]([CH2:31][F:30])[CH2:33]2)[CH:5]=[C:4]([F:9])[C:3]=1[C@@H:10]1[C:15]2[NH:16][C:17]3[C:22]([C:14]=2[CH2:13][C@@H:12]([CH3:23])[N:11]1[CH2:24][C@@:25]([F:29])([CH3:28])[CH2:26][OH:27])=[CH:21][CH:20]=[CH:19][CH:18]=3. (4) Given the reactants [CH3:1][C:2]1[C:10]([C:11]#[C:12][Si](C)(C)C)=[CH:9][CH:8]=[C:7]2[C:3]=1[CH:4]=[N:5][N:6]2[CH:17]1[CH2:22][CH2:21][CH2:20][CH2:19][O:18]1.[C:23](C1C=C2C(=CC=1)N(C1CCCCO1)N=C2)#[CH:24].C(C1C=C2C(=CC=1)N(C1CCCCO1)N=C2)#CCC, predict the reaction product. The product is: [C:11]([C:10]1[C:2]([CH3:1])=[C:3]2[C:7](=[CH:8][CH:9]=1)[N:6]([CH:17]1[CH2:22][CH2:21][CH2:20][CH2:19][O:18]1)[N:5]=[CH:4]2)#[C:12][CH2:23][CH3:24]. (5) Given the reactants [CH:1]([C:3]1[CH:8]=[N:7][CH:6]=[C:5]2[S:9][C:10]([C:12]([O:14][C:15]([CH3:18])([CH3:17])[CH3:16])=[O:13])=[CH:11][C:4]=12)=[O:2].[Cl:19][C:20]1[CH:25]=[CH:24][C:23]([Mg]Br)=[CH:22][CH:21]=1.C(OCC)C, predict the reaction product. The product is: [Cl:19][C:20]1[CH:25]=[CH:24][C:23]([CH:1]([OH:2])[C:3]2[CH:8]=[N:7][CH:6]=[C:5]3[S:9][C:10]([C:12]([O:14][C:15]([CH3:18])([CH3:17])[CH3:16])=[O:13])=[CH:11][C:4]=23)=[CH:22][CH:21]=1.